From a dataset of Forward reaction prediction with 1.9M reactions from USPTO patents (1976-2016). Predict the product of the given reaction. (1) The product is: [NH2:63][C:9]1[C:8]2[N:18]=[C:5]([CH2:4][O:3][CH2:1][CH3:2])[N:6]([CH2:19][C:20]([OH:23])([CH3:22])[CH3:21])[C:7]=2[C:16]2[CH:15]=[CH:14][C:13]([O:17][CH2:36][CH2:34][NH:35][C:45](=[O:52])[O:43][C:41]([CH3:44])([CH3:42])[CH3:40])=[CH:12][C:11]=2[N:10]=1. Given the reactants [CH2:1]([O:3][CH2:4][C:5]1[N:6]([CH2:19][C:20]([OH:23])([CH3:22])[CH3:21])[C:7]2[C:16]3[CH:15]=[CH:14][C:13]([OH:17])=[CH:12][C:11]=3[N:10]=[CH:9][C:8]=2[N:18]=1)[CH3:2].C(OC1C=[C:34]([CH:36]=CC=1)[NH2:35])C1C=CC=CC=1.N[CH2:40][C:41]([CH3:44])([OH:43])[CH3:42].[CH2:45]([O:52]NC1C=CC=CC=1)C1C=CC=CC=1.C([NH2:63])CC, predict the reaction product. (2) Given the reactants [C:1]([C:3]1[CH:24]=[CH:23][C:6]2[C:7]([NH:16][CH:17]([CH3:22])[C:18]([CH3:21])([CH3:20])[CH3:19])=[N:8][C:9]3[CH:10]=[CH:11][NH:12][C:13](=[O:15])[C:14]=3[C:5]=2[CH:4]=1)#[CH:2].[N:25]([Si](C)(C)C)=[N+:26]=[N-:27], predict the reaction product. The product is: [NH:25]1[CH:2]=[C:1]([C:3]2[CH:24]=[CH:23][C:6]3[C:7]([NH:16][CH:17]([CH3:22])[C:18]([CH3:20])([CH3:19])[CH3:21])=[N:8][C:9]4[CH:10]=[CH:11][NH:12][C:13](=[O:15])[C:14]=4[C:5]=3[CH:4]=2)[N:27]=[N:26]1. (3) Given the reactants [C:1]([O:5][C:6]([NH:8][C@@H:9]1[CH2:14][CH2:13][O:12][CH2:11][C@H:10]1[C:15](OCC)=[O:16])=[O:7])([CH3:4])([CH3:3])[CH3:2].[H-].[H-].[H-].[H-].[Li+].[Al+3].[OH-].[Na+], predict the reaction product. The product is: [OH:16][CH2:15][C@H:10]1[C@H:9]([NH:8][C:6](=[O:7])[O:5][C:1]([CH3:3])([CH3:2])[CH3:4])[CH2:14][CH2:13][O:12][CH2:11]1. (4) Given the reactants C([O:8][C:9]1[CH:14]=[CH:13][C:12]([N:15]([C:17]2[CH:22]=[CH:21][C:20]([CH:23]([O:25][CH3:26])[CH3:24])=[CH:19][CH:18]=2)[CH3:16])=[CH:11][CH:10]=1)C1C=CC=CC=1, predict the reaction product. The product is: [CH3:26][O:25][CH:23]([C:20]1[CH:21]=[CH:22][C:17]([N:15]([CH3:16])[C:12]2[CH:13]=[CH:14][C:9]([OH:8])=[CH:10][CH:11]=2)=[CH:18][CH:19]=1)[CH3:24]. (5) Given the reactants [CH3:1][O:2][C:3](=[O:15])[C:4]1[CH:9]=[CH:8][C:7]([O:10][CH2:11][CH2:12]O)=[CH:6][C:5]=1[OH:14].C(Br)(Br)(Br)[Br:17].C1(P(C2C=CC=CC=2)C2C=CC=CC=2)C=CC=CC=1, predict the reaction product. The product is: [CH3:1][O:2][C:3](=[O:15])[C:4]1[CH:9]=[CH:8][C:7]([O:10][CH2:11][CH2:12][Br:17])=[CH:6][C:5]=1[OH:14].